This data is from Catalyst prediction with 721,799 reactions and 888 catalyst types from USPTO. The task is: Predict which catalyst facilitates the given reaction. (1) Reactant: Cl.[NH2:2][CH2:3][C:4]([O:6][CH2:7][CH3:8])=[O:5].[Cl:9][C:10]1[CH:11]=[C:12]([C:20]2[O:24][N:23]=[C:22]([C:25]3[CH:26]=[CH:27][CH:28]=[C:29]4[C:33]=3[N:32]([CH3:34])[CH:31]=[C:30]4[CH:35]=O)[N:21]=2)[CH:13]=[CH:14][C:15]=1[O:16][CH:17]([CH3:19])[CH3:18].[OH-].[Na+]. Product: [Cl:9][C:10]1[CH:11]=[C:12]([C:20]2[O:24][N:23]=[C:22]([C:25]3[CH:26]=[CH:27][CH:28]=[C:29]4[C:33]=3[N:32]([CH3:34])[CH:31]=[C:30]4[CH2:35][NH:2][CH2:3][C:4]([O:6][CH2:7][CH3:8])=[O:5])[N:21]=2)[CH:13]=[CH:14][C:15]=1[O:16][CH:17]([CH3:18])[CH3:19]. The catalyst class is: 8. (2) Reactant: [F:1][C:2]([F:24])([F:23])[C:3]1[CH:4]=[C:5]([C:13]2[N:17]=[CH:16][N:15](/[CH:18]=[CH:19]\[C:20](O)=[O:21])[N:14]=2)[CH:6]=[C:7]([C:9]([F:12])([F:11])[F:10])[CH:8]=1.[NH2:25][CH:26]1[CH:31]2[CH:27]1[CH2:28][N:29]([C:32]([O:34][C:35]([CH3:38])([CH3:37])[CH3:36])=[O:33])[CH2:30]2.C(P1(=O)OP(CCC)(=O)OP(CCC)(=O)O1)CC.CCN(C(C)C)C(C)C. Product: [F:24][C:2]([F:1])([F:23])[C:3]1[CH:4]=[C:5]([C:13]2[N:17]=[CH:16][N:15](/[CH:18]=[CH:19]\[C:20]([NH:25][CH:26]3[CH:31]4[CH:27]3[CH2:28][N:29]([C:32]([O:34][C:35]([CH3:38])([CH3:37])[CH3:36])=[O:33])[CH2:30]4)=[O:21])[N:14]=2)[CH:6]=[C:7]([C:9]([F:10])([F:11])[F:12])[CH:8]=1. The catalyst class is: 34. (3) Reactant: CS(C)=O.C(Cl)(=O)C(Cl)=O.[C:11]([O:15][C:16](=[O:33])[CH2:17][CH2:18][C@H:19]([NH:22][C:23]([O:25][CH2:26][C:27]1[CH:32]=[CH:31][CH:30]=[CH:29][CH:28]=1)=[O:24])[CH2:20][OH:21])([CH3:14])([CH3:13])[CH3:12].C(N(CC)CC)C. Product: [C:11]([O:15][C:16](=[O:33])[CH2:17][CH2:18][C@H:19]([NH:22][C:23]([O:25][CH2:26][C:27]1[CH:32]=[CH:31][CH:30]=[CH:29][CH:28]=1)=[O:24])[CH:20]=[O:21])([CH3:14])([CH3:12])[CH3:13]. The catalyst class is: 124.